The task is: Predict which catalyst facilitates the given reaction.. This data is from Catalyst prediction with 721,799 reactions and 888 catalyst types from USPTO. Product: [CH3:3][O:4][C:5]1[CH:13]=[CH:12][C:8]2[N:9]([CH3:14])[CH:10]=[N:11][C:7]=2[CH:6]=1. Reactant: [H-].[Na+].[CH3:3][O:4][C:5]1[CH:13]=[CH:12][C:8]2[NH:9][CH:10]=[N:11][C:7]=2[CH:6]=1.[CH3:14]I. The catalyst class is: 18.